From a dataset of Catalyst prediction with 721,799 reactions and 888 catalyst types from USPTO. Predict which catalyst facilitates the given reaction. (1) Reactant: Br[C:2]1[CH:3]=[N:4][CH:5]=[C:6]2[C:11]=1[N:10]=[C:9]([C:12]([NH:14][CH2:15][C:16]([F:19])([F:18])[F:17])=[O:13])[CH:8]=[CH:7]2.[F:20][C:21]1[CH:26]=[CH:25][C:24](B(O)O)=[CH:23][CH:22]=1.C(=O)([O-])[O-].[Cs+].[Cs+]. Product: [F:20][C:21]1[CH:26]=[CH:25][C:24]([C:2]2[CH:3]=[N:4][CH:5]=[C:6]3[C:11]=2[N:10]=[C:9]([C:12]([NH:14][CH2:15][C:16]([F:19])([F:18])[F:17])=[O:13])[CH:8]=[CH:7]3)=[CH:23][CH:22]=1. The catalyst class is: 688. (2) Reactant: [CH3:1][O:2][C:3]1[CH:4]=[CH:5][CH:6]=[C:7]2[C:11]=1[C:10](=[N:12]O)[CH2:9][CH2:8]2.[H][H]. Product: [CH3:1][O:2][C:3]1[CH:4]=[CH:5][CH:6]=[C:7]2[C:11]=1[CH:10]([NH2:12])[CH2:9][CH2:8]2. The catalyst class is: 19. (3) Reactant: C([O:3][C:4]([C:6]1[C:7]([CH2:25][CH3:26])=[N:8][C:9]([NH:14][CH2:15][CH2:16][CH2:17][C:18]2[CH:23]=[CH:22][CH:21]=[C:20]([OH:24])[CH:19]=2)=[N:10][C:11]=1[CH2:12][CH3:13])=[O:5])C.O[Li].O. Product: [CH2:25]([C:7]1[C:6]([C:4]([OH:5])=[O:3])=[C:11]([CH2:12][CH3:13])[N:10]=[C:9]([NH:14][CH2:15][CH2:16][CH2:17][C:18]2[CH:23]=[CH:22][CH:21]=[C:20]([OH:24])[CH:19]=2)[N:8]=1)[CH3:26]. The catalyst class is: 38. (4) Reactant: C([O:8][C:9]1[CH:14]=[CH:13][C:12]([N:15]([CH3:56])[C:16]([C:18]2[CH:22]=[C:21]([C:23]3[CH:24]=[C:25]4[C:29](=[CH:30][C:31]=3[C:32]([N:34]3[C@H:43]([CH3:44])[CH2:42][C:41]5[C:36](=[CH:37][CH:38]=[CH:39][CH:40]=5)[CH2:35]3)=[O:33])[CH2:28][N:27]([C:45](=[O:53])[CH2:46][C:47]3[CH:52]=[CH:51][CH:50]=[CH:49][CH:48]=3)[CH2:26]4)[N:20]([CH3:54])[C:19]=2[CH3:55])=[O:17])=[CH:11][CH:10]=1)C1C=CC=CC=1. Product: [OH:8][C:9]1[CH:14]=[CH:13][C:12]([N:15]([CH3:56])[C:16]([C:18]2[CH:22]=[C:21]([C:23]3[CH:24]=[C:25]4[C:29](=[CH:30][C:31]=3[C:32]([N:34]3[C@H:43]([CH3:44])[CH2:42][C:41]5[C:36](=[CH:37][CH:38]=[CH:39][CH:40]=5)[CH2:35]3)=[O:33])[CH2:28][N:27]([C:45](=[O:53])[CH2:46][C:47]3[CH:48]=[CH:49][CH:50]=[CH:51][CH:52]=3)[CH2:26]4)[N:20]([CH3:54])[C:19]=2[CH3:55])=[O:17])=[CH:11][CH:10]=1. The catalyst class is: 29. (5) The catalyst class is: 2. Reactant: [Cl:1][C:2]1[CH:3]=[C:4](/[C:12](=[N:16]\[O:17][CH:18]2[CH2:22][CH2:21][CH2:20][CH2:19]2)/[C:13]([OH:15])=O)[CH:5]=[CH:6][C:7]=1[S:8]([CH3:11])(=[O:10])=[O:9].[NH2:23][C:24]1[CH:28]=[CH:27][N:26]([CH2:29][C:30]2[CH:31]=[C:32]([NH:36][C:37](=[O:39])[CH3:38])[CH:33]=[CH:34][CH:35]=2)[N:25]=1.C(N(CC)C(C)C)(C)C. Product: [C:37]([NH:36][C:32]1[CH:31]=[C:30]([CH:35]=[CH:34][CH:33]=1)[CH2:29][N:26]1[CH:27]=[CH:28][C:24]([NH:23][C:13](=[O:15])/[C:12](/[C:4]2[CH:5]=[CH:6][C:7]([S:8]([CH3:11])(=[O:9])=[O:10])=[C:2]([Cl:1])[CH:3]=2)=[N:16]/[O:17][CH:18]2[CH2:22][CH2:21][CH2:20][CH2:19]2)=[N:25]1)(=[O:39])[CH3:38]. (6) Reactant: N1C=CC=CC=1.[NH:7]1[C:17]2[C:12](=[CH:13][CH:14]=[CH:15][CH:16]=2)[C:10](=O)[C:8]1=[O:9].O1CCOCCOCCOCCOCCOCC1.[F-].[K+]. Product: [NH:7]1[C:17]2[C:12](=[CH:13][CH:14]=[CH:15][CH:16]=2)[CH2:10][C:8]1=[O:9]. The catalyst class is: 1. (7) Reactant: Br[C:2]1[C:3]([NH:12][C@H:13]2[CH2:17][CH2:16][CH2:15][C@@H:14]2[NH:18][C:19](=[O:25])[O:20][C:21]([CH3:24])([CH3:23])[CH3:22])=[N:4][CH:5]=[C:6]([C:8]([F:11])([F:10])[F:9])[N:7]=1.[CH3:26]B(O)O.C(=O)([O-])[O-].[K+].[K+]. Product: [CH3:26][C:2]1[C:3]([NH:12][C@H:13]2[CH2:17][CH2:16][CH2:15][C@@H:14]2[NH:18][C:19](=[O:25])[O:20][C:21]([CH3:24])([CH3:23])[CH3:22])=[N:4][CH:5]=[C:6]([C:8]([F:11])([F:10])[F:9])[N:7]=1. The catalyst class is: 77.